From a dataset of Forward reaction prediction with 1.9M reactions from USPTO patents (1976-2016). Predict the product of the given reaction. (1) Given the reactants C([O:3][C:4](=[O:22])/[C:5](/[CH3:21])=[CH:6]/[C:7]1[CH:12]=[CH:11][C:10]([O:13][CH3:14])=[C:9]([O:15][CH:16]2[CH2:20][CH2:19][CH2:18][CH2:17]2)[CH:8]=1)C.[Li+].[OH-].O.[OH-].[Li+], predict the reaction product. The product is: [CH:16]1([O:15][C:9]2[CH:8]=[C:7](/[CH:6]=[C:5](\[CH3:21])/[C:4]([OH:22])=[O:3])[CH:12]=[CH:11][C:10]=2[O:13][CH3:14])[CH2:17][CH2:18][CH2:19][CH2:20]1. (2) Given the reactants [C:1]([C:3]1[CH:8]=[CH:7][C:6]([CH:9]([CH3:28])[C:10]([NH:12][CH2:13][C:14]2[C:15]([O:24][CH:25]([CH3:27])[CH3:26])=[N:16][C:17]([C:20]([F:23])([F:22])[F:21])=[CH:18][CH:19]=2)=[O:11])=[CH:5][C:4]=1[O:29][CH3:30])#[N:2].[C:31](O[C:31]([O:33][C:34]([CH3:37])([CH3:36])[CH3:35])=[O:32])([O:33][C:34]([CH3:37])([CH3:36])[CH3:35])=[O:32].[BH4-].[Na+].NCCNCCN, predict the reaction product. The product is: [CH:25]([O:24][C:15]1[C:14]([CH2:13][NH:12][C:10](=[O:11])[CH:9]([C:6]2[CH:7]=[CH:8][C:3]([CH2:1][NH:2][C:31](=[O:32])[O:33][C:34]([CH3:37])([CH3:36])[CH3:35])=[C:4]([O:29][CH3:30])[CH:5]=2)[CH3:28])=[CH:19][CH:18]=[C:17]([C:20]([F:23])([F:22])[F:21])[N:16]=1)([CH3:27])[CH3:26]. (3) Given the reactants [Cl:1][C:2]1[CH:7]=[CH:6][C:5]([CH2:8]O)=[C:4]([O:10][CH2:11][CH3:12])[CH:3]=1.N1C=CC=CC=1.O1CCCC1.S(Cl)([Cl:26])=O, predict the reaction product. The product is: [Cl:1][C:2]1[CH:7]=[CH:6][C:5]([CH2:8][Cl:26])=[C:4]([O:10][CH2:11][CH3:12])[CH:3]=1. (4) Given the reactants [NH2:1][C:2]1[S:3][C:4]([C:8]([O:10]CC)=[O:9])=[C:5]([CH3:7])[N:6]=1.[OH-].[Li+], predict the reaction product. The product is: [NH2:1][C:2]1[S:3][C:4]([C:8]([OH:10])=[O:9])=[C:5]([CH3:7])[N:6]=1.